This data is from CYP1A2 inhibition data for predicting drug metabolism from PubChem BioAssay. The task is: Regression/Classification. Given a drug SMILES string, predict its absorption, distribution, metabolism, or excretion properties. Task type varies by dataset: regression for continuous measurements (e.g., permeability, clearance, half-life) or binary classification for categorical outcomes (e.g., BBB penetration, CYP inhibition). Dataset: cyp1a2_veith. (1) The compound is CCC/C=C(\CCC)C(NS(=O)(=O)CC12CCC(CC1=O)C2(C)C)c1ccc(C(=O)OC)cc1. The result is 0 (non-inhibitor). (2) The compound is CCNc1ccc(Br)cc(C(=O)/C=C/c2ccc3c(c2)OCO3)c1=O. The result is 1 (inhibitor).